Task: Predict which catalyst facilitates the given reaction.. Dataset: Catalyst prediction with 721,799 reactions and 888 catalyst types from USPTO (1) Reactant: [CH3:1][O:2][C:3]1[CH:4]=[C:5]2[C:9](=[CH:10][CH:11]=1)[NH:8][CH:7]=[C:6]2[CH2:12][C:13]([O:15][CH3:16])=[O:14].[C:17]([O-])([O-])=O.[K+].[K+].S(OC)(OC)(=O)=O. Product: [CH3:1][O:2][C:3]1[CH:4]=[C:5]2[C:9](=[CH:10][CH:11]=1)[N:8]([CH3:17])[CH:7]=[C:6]2[CH2:12][C:13]([O:15][CH3:16])=[O:14]. The catalyst class is: 10. (2) Reactant: [CH3:1][N:2]1[C:6]([C:7](O)=[O:8])=[C:5]([CH3:10])[C:4]([C:11]2[CH:16]=[CH:15][C:14]([O:17][CH2:18][C:19]3[C:24]([N:25]4[C:29](=[O:30])[N:28]([CH3:31])[N:27]=[N:26]4)=[CH:23][CH:22]=[CH:21][C:20]=3[CH3:32])=[C:13]([CH3:33])[CH:12]=2)=[N:3]1.O1CCCC1.C(Cl)(=O)C([Cl:42])=O. The catalyst class is: 9. Product: [CH3:1][N:2]1[C:6]([C:7]([Cl:42])=[O:8])=[C:5]([CH3:10])[C:4]([C:11]2[CH:16]=[CH:15][C:14]([O:17][CH2:18][C:19]3[C:24]([N:25]4[C:29](=[O:30])[N:28]([CH3:31])[N:27]=[N:26]4)=[CH:23][CH:22]=[CH:21][C:20]=3[CH3:32])=[C:13]([CH3:33])[CH:12]=2)=[N:3]1. (3) Reactant: [CH3:1][CH2:2][C@H:3]1[O:18][C:16](=[O:17])[C@H:15]([CH3:19])[C@@H:14]([O:20][C@@H:21]2[O:26][C@@H:25]([CH3:27])[C@H:24]([OH:28])[C@@:23]([O:30][CH3:31])([CH3:29])[CH2:22]2)[C@H:13]([CH3:32])[C@@H:12]([O:33][C@@H:34]2[O:39][C@H:38]([CH3:40])[CH2:37][C@H:36]([N:41]([CH3:43])[CH3:42])[C@H:35]2[OH:44])[C@@:11]([OH:46])([CH3:45])[CH2:10][C@@H:9]([CH3:47])[C:7](=[O:8])[C@H:6]([CH3:48])[C@@H:5]([OH:49])[C@@:4]1([OH:51])[CH3:50].C(=O)(O)[O-].[Na+].C(=O)([O-])[O-].[Na+].[Na+].C(=O)([O-])[O-].[K+].[K+].[Cl-].[C:70]([O:77][CH2:78][CH3:79])(=[O:76])[CH2:71][CH2:72][C:73]([O-])=[O:74].[Br-].C(OCC)(=O)CCC([O-])=O. Product: [CH3:1][CH2:2][C@H:3]1[O:18][C:16](=[O:17])[C@H:15]([CH3:19])[C@@H:14]([O:20][C@@H:21]2[O:26][C@@H:25]([CH3:27])[C@H:24]([OH:28])[C@@:23]([O:30][CH3:31])([CH3:29])[CH2:22]2)[C@H:13]([CH3:32])[C@@H:12]([O:33][C@@H:34]2[O:39][C@H:38]([CH3:40])[CH2:37][C@H:36]([N:41]([CH3:42])[CH3:43])[C@H:35]2[O:44][C:73]([CH2:72][CH2:71][C:70]([O:77][CH2:78][CH3:79])=[O:76])=[O:74])[C@@:11]([OH:46])([CH3:45])[CH2:10][C@@H:9]([CH3:47])[C:7](=[O:8])[C@H:6]([CH3:48])[C@@H:5]([OH:49])[C@@:4]1([OH:51])[CH3:50]. The catalyst class is: 316. (4) Reactant: [CH2:1]([C:4]1[CH:9]=[CH:8][C:7]([O:10][C:11](=[O:14])[CH2:12][NH2:13])=[C:6]([O:15][CH3:16])[CH:5]=1)[CH:2]=[CH2:3].[F:17][C:18]([F:23])([F:22])[C:19]([OH:21])=[O:20]. Product: [F:17][C:18]([F:23])([F:22])[C:19]([OH:21])=[O:20].[CH2:1]([C:4]1[CH:9]=[CH:8][C:7]([O:10][C:11](=[O:14])[CH2:12][NH2:13])=[C:6]([O:15][CH3:16])[CH:5]=1)[CH:2]=[CH2:3]. The catalyst class is: 2. (5) Product: [CH3:18][N:15]1[C:14]([CH2:19][N:38]2[CH2:39][CH2:40][CH:35]([CH:33]3[CH2:34][O:31][CH2:32]3)[CH2:36][CH2:37]2)=[N:13][C:12]2[C:16]1=[N:17][C:9]([N:8]1[C:7]3[CH:27]=[CH:28][CH:29]=[CH:30][C:6]=3[N:5]=[C:4]1[CH2:3][CH2:2][OH:1])=[N:10][C:11]=2[N:21]1[CH2:22][CH2:23][O:24][CH2:25][CH2:26]1. Reactant: [OH:1][CH2:2][CH2:3][C:4]1[N:8]([C:9]2[N:17]=[C:16]3[C:12]([N:13]=[C:14]([CH:19]=O)[N:15]3[CH3:18])=[C:11]([N:21]3[CH2:26][CH2:25][O:24][CH2:23][CH2:22]3)[N:10]=2)[C:7]2[CH:27]=[CH:28][CH:29]=[CH:30][C:6]=2[N:5]=1.[O:31]1[CH2:34][CH:33]([CH:35]2[CH2:40][CH2:39][NH:38][CH2:37][CH2:36]2)[CH2:32]1.C(O[BH-](OC(=O)C)OC(=O)C)(=O)C.[Na+]. The catalyst class is: 26. (6) Reactant: [Cl:1][C:2]1[CH:10]=[C:9]2[C:5](/[C:6](=[CH:12]/[C:13]3[CH:18]=[C:17]([F:19])[CH:16]=[CH:15][C:14]=3[CH3:20])/[C:7](=[O:11])[NH:8]2)=[CH:4][CH:3]=1.Cl[C:22]([O:24][CH2:25][CH3:26])=[O:23].C(N(CC)CC)C.Cl. Product: [CH2:25]([O:24][C:22]([N:8]1[C:9]2[C:5](=[CH:4][CH:3]=[C:2]([Cl:1])[CH:10]=2)/[C:6](=[CH:12]/[C:13]2[CH:18]=[C:17]([F:19])[CH:16]=[CH:15][C:14]=2[CH3:20])/[C:7]1=[O:11])=[O:23])[CH3:26]. The catalyst class is: 4. (7) The catalyst class is: 10. Product: [Br:11][CH:6]1[CH2:7][CH2:8][C:9]2[NH:1][N:2]=[CH:3][C:4]=2[C:5]1=[O:10]. Reactant: [NH:1]1[C:9]2[CH2:8][CH2:7][CH2:6][C:5](=[O:10])[C:4]=2[CH:3]=[N:2]1.[Br-:11].[Li+]. (8) The catalyst class is: 36. Product: [N:1]1([C:10]2[CH:19]=[CH:18][C:13]([C:14]([OH:16])=[O:15])=[CH:12][CH:11]=2)[C:5]2[CH:6]=[CH:7][CH:8]=[CH:9][C:4]=2[N:3]=[CH:2]1. Reactant: [N:1]1([C:10]2[CH:19]=[CH:18][C:13]([C:14]([O:16]C)=[O:15])=[CH:12][CH:11]=2)[C:5]2[CH:6]=[CH:7][CH:8]=[CH:9][C:4]=2[N:3]=[CH:2]1.[OH-].[Na+].